This data is from Reaction yield outcomes from USPTO patents with 853,638 reactions. The task is: Predict the reaction yield, written as a fraction of the theoretical maximum amount of product (1.0 means a 100% yield; for example, 0.34 means a 34% yield). The reactants are [Cl:1][C:2]1[C:10]([C:11]([C:14]#[N:15])([CH3:13])[CH3:12])=[CH:9][CH:8]=[CH:7][C:3]=1[C:4]([OH:6])=O.C(Cl)(=O)C(Cl)=O.CN(C)C=O.[NH2:27][C:28]1[CH:29]=[C:30]([CH:49]=[CH:50][CH:51]=1)[O:31][C:32]1[CH:46]=[CH:45][C:35]2[N:36]=[C:37]([NH:39][C:40]([CH:42]3[CH2:44][CH2:43]3)=[O:41])[S:38][C:34]=2[C:33]=1[C:47]#[N:48]. The catalyst is O1CCCC1.C(OCC)(=O)C. The product is [Cl:1][C:2]1[C:10]([C:11]([C:14]#[N:15])([CH3:13])[CH3:12])=[CH:9][CH:8]=[CH:7][C:3]=1[C:4]([NH:27][C:28]1[CH:51]=[CH:50][CH:49]=[C:30]([O:31][C:32]2[CH:46]=[CH:45][C:35]3[N:36]=[C:37]([NH:39][C:40]([CH:42]4[CH2:44][CH2:43]4)=[O:41])[S:38][C:34]=3[C:33]=2[C:47]#[N:48])[CH:29]=1)=[O:6]. The yield is 0.810.